Dataset: Forward reaction prediction with 1.9M reactions from USPTO patents (1976-2016). Task: Predict the product of the given reaction. (1) Given the reactants [CH2:1]([O:3][C:4](=[O:8])[CH2:5][C:6]#[N:7])[CH3:2].C(O[CH:14](N(C)C)[N:15](C)C)(C)(C)C.N[C:22]1[CH:23]=[C:24]2[C:28](=[CH:29][CH:30]=1)[NH:27][CH:26]=[CH:25]2.C(OCC)(=O)C, predict the reaction product. The product is: [CH2:1]([O:3][C:4]([C:5]1[N:15]=[CH:14][N:7]([C:22]2[CH:23]=[C:24]3[C:28](=[CH:29][CH:30]=2)[NH:27][CH:26]=[CH:25]3)[CH:6]=1)=[O:8])[CH3:2]. (2) The product is: [CH2:14]([O:13][C:11]1[CH:12]=[C:7]([N:26]2[CH2:27][CH2:28][CH2:29][CH2:30][CH:25]2[CH3:24])[N:8]=[CH:9][N:10]=1)[C:15]#[C:16][CH3:17]. Given the reactants CN(C)C=O.Cl[C:7]1[CH:12]=[C:11]([O:13][CH2:14][C:15]#[C:16][CH3:17])[N:10]=[CH:9][N:8]=1.C(=O)([O-])[O-].[K+].[K+].[CH3:24][CH:25]1[CH2:30][CH2:29][CH2:28][CH2:27][NH:26]1, predict the reaction product. (3) Given the reactants Cl.[NH2:2][C:3]1[N:32]=[C:6]2[N:7]([C:22]3[CH:27]=[CH:26][CH:25]=[C:24]([C:28]([F:31])([F:30])[F:29])[CH:23]=3)[C:8]([CH3:21])=[C:9]([C:19]#[N:20])[C@@H:10]([C:11]3[CH:16]=[CH:15][C:14]([C:17]#[N:18])=[CH:13][CH:12]=3)[N:5]2[N:4]=1.[S:33]1[CH:37]=[CH:36][CH:35]=[C:34]1[C:38](Cl)=[O:39], predict the reaction product. The product is: [C:19]([C:9]1[C@@H:10]([C:11]2[CH:16]=[CH:15][C:14]([C:17]#[N:18])=[CH:13][CH:12]=2)[N:5]2[N:4]=[C:3]([NH:2][C:38]([C:34]3[S:33][CH:37]=[CH:36][CH:35]=3)=[O:39])[N:32]=[C:6]2[N:7]([C:22]2[CH:27]=[CH:26][CH:25]=[C:24]([C:28]([F:29])([F:31])[F:30])[CH:23]=2)[C:8]=1[CH3:21])#[N:20]. (4) Given the reactants [Cl:1][C:2]1[CH:3]=[CH:4][C:5]([S:23]([CH2:26][CH3:27])(=[O:25])=[O:24])=[C:6]([CH:22]=1)[NH:7][N:8]1[C:17](=[O:18])[C:16]2[C:11](=[CH:12][CH:13]=[C:14]([C:19]([CH3:21])=[CH2:20])[CH:15]=2)[N:10]=[CH:9]1, predict the reaction product. The product is: [Cl:1][C:2]1[CH:3]=[CH:4][C:5]([S:23]([CH2:26][CH3:27])(=[O:24])=[O:25])=[C:6]([CH:22]=1)[NH:7][N:8]1[C:17](=[O:18])[C:16]2[C:11](=[CH:12][CH:13]=[C:14]([CH:19]([CH3:21])[CH3:20])[CH:15]=2)[N:10]=[CH:9]1. (5) Given the reactants F[C:2]1[CH:7]=[CH:6][C:5]([N+:8]([O-:10])=O)=[CH:4][CH:3]=1.[CH3:11][N:12]1[CH2:16][CH2:15][CH:14](O)[CH2:13]1.[H-].[Na+], predict the reaction product. The product is: [CH3:11][N:12]1[CH2:16][CH2:15][CH:14]([C:2]2[CH:3]=[CH:4][C:5]([N:8]=[O:10])=[CH:6][CH:7]=2)[CH2:13]1.